This data is from Full USPTO retrosynthesis dataset with 1.9M reactions from patents (1976-2016). The task is: Predict the reactants needed to synthesize the given product. (1) Given the product [Br:1][C:2]1[CH:3]=[C:4]([N:12]2[CH2:16][CH2:15][CH2:14][CH:13]2[CH3:17])[C:5]([CH3:11])=[C:6]([CH:10]=1)[C:7]([NH:19][CH2:20][C:21]1[C:22](=[O:29])[NH:23][C:24]([CH3:28])=[CH:25][C:26]=1[CH3:27])=[O:9], predict the reactants needed to synthesize it. The reactants are: [Br:1][C:2]1[CH:3]=[C:4]([N:12]2[CH2:16][CH2:15][CH2:14][CH:13]2[CH3:17])[C:5]([CH3:11])=[C:6]([CH:10]=1)[C:7]([OH:9])=O.Cl.[NH2:19][CH2:20][C:21]1[C:22](=[O:29])[NH:23][C:24]([CH3:28])=[CH:25][C:26]=1[CH3:27].C1C=NC2N(O)N=NC=2C=1.CN1CCOCC1.C(Cl)CCl. (2) Given the product [NH:13]1[C:14]2[CH:19]=[CH:18][CH:17]=[CH:16][C:15]=2[N:11]=[C:12]1[C@H:8]([NH:9][C:10]([NH:34][CH2:33][CH2:32][C:27]1[CH:28]=[CH:29][C:30]([CH3:31])=[C:25]([CH3:24])[CH:26]=1)=[O:20])[CH2:7][C:6]1[CH:5]=[CH:4][C:3]([O:2][CH3:1])=[CH:22][CH:21]=1, predict the reactants needed to synthesize it. The reactants are: [CH3:1][O:2][C:3]1[CH:22]=[CH:21][C:6]([CH2:7][C@@H:8]2[C:12]3=[N:13][C:14]4[CH:19]=[CH:18][CH:17]=[CH:16][C:15]=4[N:11]3[C:10](=[O:20])[NH:9]2)=[CH:5][CH:4]=1.Cl.[CH3:24][C:25]1[CH:26]=[C:27]([CH2:32][CH2:33][NH2:34])[CH:28]=[CH:29][C:30]=1[CH3:31].C(O)(C(F)(F)F)=O. (3) Given the product [ClH:31].[ClH:31].[CH2:27]([N:10]([CH2:9][CH2:8][NH2:7])[C:11]([CH:13]1[CH2:18][CH2:17][N:16]([C:19]2[CH:24]=[CH:23][C:22](=[O:25])[N:21]([CH3:26])[N:20]=2)[CH2:15][CH2:14]1)=[O:12])[CH:28]=[CH2:29], predict the reactants needed to synthesize it. The reactants are: C(OC(=O)[NH:7][CH2:8][CH2:9][N:10]([CH2:27][CH:28]=[CH2:29])[C:11]([CH:13]1[CH2:18][CH2:17][N:16]([C:19]2[CH:24]=[CH:23][C:22](=[O:25])[N:21]([CH3:26])[N:20]=2)[CH2:15][CH2:14]1)=[O:12])(C)(C)C.[ClH:31]. (4) The reactants are: [Cl:1][C:2]1[S:6][C:5]([S:7]([NH:10][C:11]2[C:16](Cl)=[N:15][CH:14]=[CH:13][N:12]=2)(=[O:9])=[O:8])=[CH:4][CH:3]=1.C(O)(=O)[CH2:19][C:20]([CH2:25][C:26](O)=O)([C:22]([OH:24])=[O:23])[OH:21]. Given the product [C:22]([O:24][CH2:16][CH3:11])(=[O:23])[CH3:20].[CH3:2][CH2:26][CH2:25][CH:20]([CH3:19])[CH3:22].[Cl:1][C:2]1[S:6][C:5]([S:7]([NH:10][C:11]2[C:16]([O:21][CH3:20])=[N:15][CH:14]=[CH:13][N:12]=2)(=[O:9])=[O:8])=[CH:4][CH:3]=1, predict the reactants needed to synthesize it. (5) Given the product [Br:1][C:2]1[CH:7]=[CH:6][C:5]([NH:8][C:9]2[CH:14]=[CH:13][C:12]([C:15]([C:17]3[CH:22]=[CH:21][CH:20]=[CH:19][C:18]=3[CH3:23])=[O:16])=[C:11]([Cl:24])[CH:10]=2)=[C:4]([CH:3]=1)[CH2:25][O:26][CH2:27][CH2:28][N:37]1[C:38](=[O:44])[C@H:39]([O:40][C:41](=[O:43])[CH3:42])[C@H:34]([O:33][C:30](=[O:32])[CH3:31])[C:35]1=[O:36], predict the reactants needed to synthesize it. The reactants are: [Br:1][C:2]1[CH:7]=[CH:6][C:5]([NH:8][C:9]2[CH:14]=[CH:13][C:12]([C:15]([C:17]3[CH:22]=[CH:21][CH:20]=[CH:19][C:18]=3[CH3:23])=[O:16])=[C:11]([Cl:24])[CH:10]=2)=[C:4]([CH2:25][O:26][CH2:27][CH2:28]O)[CH:3]=1.[C:30]([O:33][C@H:34]1[C@@H:39]([O:40][C:41](=[O:43])[CH3:42])[C:38](=[O:44])[NH:37][C:35]1=[O:36])(=[O:32])[CH3:31].